This data is from Forward reaction prediction with 1.9M reactions from USPTO patents (1976-2016). The task is: Predict the product of the given reaction. (1) Given the reactants [C:1]([C:3]1([C:6]([O:8][CH2:9][CH3:10])=[O:7])[CH2:5][CH2:4]1)#[N:2].[H][H], predict the reaction product. The product is: [NH2:2][CH2:1][C:3]1([C:6]([O:8][CH2:9][CH3:10])=[O:7])[CH2:5][CH2:4]1. (2) Given the reactants Cl[C:2]1[N:3]=[C:4]([N:11]2[CH2:16][CH2:15][CH:14]([C:17]([NH2:19])=[O:18])[CH2:13][CH2:12]2)[C:5]2[CH:10]=[CH:9][NH:8][C:6]=2[N:7]=1.[NH2:20][C:21]1[CH:26]=[CH:25][C:24]([N:27]2[CH2:32][CH2:31][N:30]([C:33](=[O:35])[CH3:34])[CH2:29][CH2:28]2)=[CH:23][CH:22]=1.C[Si](Cl)(C)C, predict the reaction product. The product is: [N:27]1([C:24]2[CH:23]=[CH:22][C:21]([NH:20][C:2]3[N:3]=[C:4]([N:11]4[CH2:16][CH2:15][CH:14]([C:17]([NH2:19])=[O:18])[CH2:13][CH2:12]4)[C:5]4[CH:10]=[CH:9][NH:8][C:6]=4[N:7]=3)=[CH:26][CH:25]=2)[CH2:28][CH2:29][NH:30][CH2:31][CH2:32]1.[C:33]([N:30]1[CH2:29][CH2:28][N:27]([C:24]2[CH:25]=[CH:26][C:21]([NH:20][C:2]3[N:3]=[C:4]([N:11]4[CH2:16][CH2:15][CH:14]([C:17]([NH2:19])=[O:18])[CH2:13][CH2:12]4)[C:5]4[CH:10]=[CH:9][NH:8][C:6]=4[N:7]=3)=[CH:22][CH:23]=2)[CH2:32][CH2:31]1)(=[O:35])[CH3:34]. (3) Given the reactants [O:1]=[S:2]1(=[O:33])[CH2:7][CH2:6][N:5]([CH2:8][C:9]2[CH:14]=[CH:13][C:12]([NH:15][C:16]([C:18]3[CH:23]=[CH:22][C:21]([C:24]4[CH:29]=[C:28]([CH2:30][OH:31])[CH:27]=[CH:26][C:25]=4[CH3:32])=[CH:20][CH:19]=3)=[O:17])=[CH:11][CH:10]=2)[CH2:4][CH2:3]1, predict the reaction product. The product is: [O:33]=[S:2]1(=[O:1])[CH2:7][CH2:6][N:5]([CH2:8][C:9]2[CH:14]=[CH:13][C:12]([NH:15][C:16]([C:18]3[CH:19]=[CH:20][C:21]([C:24]4[CH:29]=[C:28]([CH:30]=[O:31])[CH:27]=[CH:26][C:25]=4[CH3:32])=[CH:22][CH:23]=3)=[O:17])=[CH:11][CH:10]=2)[CH2:4][CH2:3]1. (4) The product is: [N:1]1([CH2:12][CH2:11][C:10]([O:14][CH3:15])=[O:13])[C:9]2[C:4](=[CH:5][CH:6]=[CH:7][CH:8]=2)[CH:3]=[CH:2]1. Given the reactants [NH:1]1[C:9]2[C:4](=[CH:5][CH:6]=[CH:7][CH:8]=2)[CH:3]=[CH:2]1.[C:10]([O:14][CH3:15])(=[O:13])[CH:11]=[CH2:12].C1CCN2C(=NCCC2)CC1, predict the reaction product. (5) Given the reactants Cl[C:2]1[C:7]([S:8]([C:11]2[CH:16]=[CH:15][C:14]([CH2:17][OH:18])=[CH:13][CH:12]=2)(=[O:10])=[O:9])=[CH:6][CH:5]=[C:4]([CH3:19])[N:3]=1.[CH3:20][C:21]1[CH:27]=[C:26]([CH3:28])[CH:25]=[C:24]([CH3:29])[C:22]=1[NH2:23], predict the reaction product. The product is: [CH3:19][C:4]1[N:3]=[C:2]([NH:23][C:22]2[C:24]([CH3:29])=[CH:25][C:26]([CH3:28])=[CH:27][C:21]=2[CH3:20])[C:7]([S:8]([C:11]2[CH:16]=[CH:15][C:14]([CH2:17][OH:18])=[CH:13][CH:12]=2)(=[O:10])=[O:9])=[CH:6][CH:5]=1.[CH3:19][C:4]1[N:3]=[C:2]([NH:23][C:22]2[C:24]([CH3:29])=[CH:25][C:26]([CH3:28])=[CH:27][C:21]=2[CH3:20])[C:7]([S:8]([C:11]2[CH:16]=[CH:15][C:14]([CH2:17][NH:23][C:22]3[C:24]([CH3:29])=[CH:25][C:26]([CH3:28])=[CH:27][C:21]=3[CH3:20])=[CH:13][CH:12]=2)(=[O:10])=[O:9])=[CH:6][CH:5]=1. (6) Given the reactants [OH-].[Na+].[OH:3][C:4]1[C:9]([C:10]2[CH:15]=[CH:14][CH:13]=[CH:12][CH:11]=2)=[CH:8][C:7]([C:16]([CH2:19][C:20]([CH3:23])([CH3:22])[CH3:21])([CH3:18])[CH3:17])=[CH:6][C:5]=1[N:24]=[N:25][C:26]1[CH:31]=[CH:30][C:29]([C:32]2[CH:37]=[CH:36][CH:35]=[CH:34][CH:33]=2)=[CH:28][C:27]=1[N+:38]([O-])=O, predict the reaction product. The product is: [C:32]1([C:29]2[CH:30]=[CH:31][C:26]3=[N:25][N:24]([C:5]4[CH:6]=[C:7]([C:16]([CH2:19][C:20]([CH3:23])([CH3:22])[CH3:21])([CH3:18])[CH3:17])[CH:8]=[C:9]([C:10]5[CH:15]=[CH:14][CH:13]=[CH:12][CH:11]=5)[C:4]=4[OH:3])[N:38]=[C:27]3[CH:28]=2)[CH:37]=[CH:36][CH:35]=[CH:34][CH:33]=1.